From a dataset of Full USPTO retrosynthesis dataset with 1.9M reactions from patents (1976-2016). Predict the reactants needed to synthesize the given product. (1) Given the product [CH3:20][O:10][C@@H:8]1[CH2:7][CH2:6][N:5]([C@@H:11]([C:13]2[CH:14]=[CH:15][CH:16]=[CH:17][CH:18]=2)[CH3:12])[C@H:4]([CH3:3])[CH2:9]1, predict the reactants needed to synthesize it. The reactants are: [H-].[Na+].[CH3:3][C@@H:4]1[CH2:9][C@H:8]([OH:10])[CH2:7][CH2:6][N:5]1[C@@H:11]([C:13]1[CH:18]=[CH:17][CH:16]=[CH:15][CH:14]=1)[CH3:12].I[CH3:20].O. (2) Given the product [ClH:31].[NH2:13][C:10]1[CH:11]=[C:12]2[C:7]([C:6]([C:16](=[O:28])[C:17]([NH:19][CH2:20][CH2:21][N:22]3[CH2:23][CH2:24][CH2:25][CH2:26][CH2:27]3)=[O:18])=[CH:5][N:4]2[CH:1]([CH3:3])[CH3:2])=[CH:8][CH:9]=1, predict the reactants needed to synthesize it. The reactants are: [CH:1]([N:4]1[C:12]2[C:7](=[CH:8][CH:9]=[C:10]([N+:13]([O-])=O)[CH:11]=2)[C:6]([C:16](=[O:28])[C:17]([NH:19][CH2:20][CH2:21][N:22]2[CH2:27][CH2:26][CH2:25][CH2:24][CH2:23]2)=[O:18])=[CH:5]1)([CH3:3])[CH3:2].O.O.[Cl:31][Sn]Cl.C([O-])(O)=O.[Na+]. (3) Given the product [OH:8][C@H:9]1[CH2:13][CH2:12][CH2:11][C@@H:10]1[NH:14][C:15]1[CH:23]=[C:22]([N:24]2[C:32]3[CH2:31][C:30]([CH3:33])([CH3:34])[CH2:29][C:28](=[O:35])[C:27]=3[C:26]([CH3:36])=[N:25]2)[CH:21]=[CH:20][C:16]=1[C:17]([NH2:19])=[O:18], predict the reactants needed to synthesize it. The reactants are: C([O:8][C@H:9]1[CH2:13][CH2:12][CH2:11][C@@H:10]1[NH:14][C:15]1[CH:23]=[C:22]([N:24]2[C:32]3[CH2:31][C:30]([CH3:34])([CH3:33])[CH2:29][C:28](=[O:35])[C:27]=3[C:26]([CH3:36])=[N:25]2)[CH:21]=[CH:20][C:16]=1[C:17]([NH2:19])=[O:18])C1C=CC=CC=1. (4) Given the product [CH2:1]([O:3][C:4]([CH:6]1[C:10](=[O:11])[N:9]([C@H:12]([C:14]2[CH:15]=[CH:16][CH:17]=[CH:18][CH:19]=2)[CH3:13])[CH2:8][C@H:7]1[C:20]1([CH2:23][OH:24])[CH2:21][CH2:22]1)=[O:5])[CH3:2], predict the reactants needed to synthesize it. The reactants are: [CH2:1]([O:3][C:4]([CH:6]1[C:10](=[O:11])[N:9]([C@H:12]([C:14]2[CH:19]=[CH:18][CH:17]=[CH:16][CH:15]=2)[CH3:13])[CH2:8][C@H:7]1[C:20]1([CH2:23][O:24][Si](C(C)(C)C)(C2C=CC=CC=2)C2C=CC=CC=2)[CH2:22][CH2:21]1)=[O:5])[CH3:2]. (5) Given the product [Cl:15][C:12]1[CH:13]=[CH:14][C:9]([CH2:8][NH2:7])=[C:10]([S:16]([CH3:19])(=[O:18])=[O:17])[CH:11]=1, predict the reactants needed to synthesize it. The reactants are: C(OC(=O)[NH:7][CH2:8][C:9]1[CH:14]=[CH:13][C:12]([Cl:15])=[CH:11][C:10]=1[S:16]([CH3:19])(=[O:18])=[O:17])(C)(C)C.C1(C)C=CC(S(O)(=O)=O)=CC=1. (6) Given the product [N:31]1([CH:37]2[CH2:42][CH2:41][N:40]([C:43]3[CH:44]=[CH:45][C:46]([NH:49][C:26]([CH2:25][NH:24][C:22](=[O:23])[C:21]4[CH:29]=[CH:30][C:18]([S:15](=[O:16])(=[O:17])[NH:14][C:9]5[CH:10]=[CH:11][CH:12]=[CH:13][C:8]=5[O:1][C:2]5[CH:7]=[CH:6][CH:5]=[CH:4][CH:3]=5)=[CH:19][CH:20]=4)=[O:27])=[CH:47][CH:48]=3)[CH2:39][CH2:38]2)[CH2:32][CH2:33][CH2:34][CH2:35][CH2:36]1, predict the reactants needed to synthesize it. The reactants are: [O:1]([C:8]1[CH:13]=[CH:12][CH:11]=[CH:10][C:9]=1[NH:14][S:15]([C:18]1[CH:30]=[CH:29][C:21]([C:22]([NH:24][CH2:25][C:26](O)=[O:27])=[O:23])=[CH:20][CH:19]=1)(=[O:17])=[O:16])[C:2]1[CH:7]=[CH:6][CH:5]=[CH:4][CH:3]=1.[N:31]1([CH:37]2[CH2:42][CH2:41][N:40]([C:43]3[CH:48]=[CH:47][C:46]([NH2:49])=[CH:45][CH:44]=3)[CH2:39][CH2:38]2)[CH2:36][CH2:35][CH2:34][CH2:33][CH2:32]1. (7) Given the product [NH2:1][C:2]1[N:3]=[CH:4][C:5]2[CH2:11][N:10]([CH:12]3[C:17]([CH3:18])=[CH:16][CH2:15][N:14]([C:21]4[CH:22]=[C:23]([CH3:27])[CH:24]=[CH:25][CH:26]=4)[C:13]3=[O:19])[CH2:9][CH2:8][C:6]=2[N:7]=1, predict the reactants needed to synthesize it. The reactants are: [NH2:1][C:2]1[N:3]=[CH:4][C:5]2[CH2:11][N:10]([C:12]3[C:13](=[O:19])[NH:14][CH:15]=[CH:16][C:17]=3[CH3:18])[CH2:9][CH2:8][C:6]=2[N:7]=1.I[C:21]1[CH:26]=[CH:25][CH:24]=[C:23]([CH3:27])[CH:22]=1.CNCCNC.P([O-])([O-])([O-])=O.[K+].[K+].[K+].